From a dataset of Full USPTO retrosynthesis dataset with 1.9M reactions from patents (1976-2016). Predict the reactants needed to synthesize the given product. (1) Given the product [F:30][C:13]([F:12])([F:29])[C:14]1[C:15]([C:20]2[CH:28]=[CH:27][C:23]([C:24]([NH:7][C:6]3[CH:8]=[CH:9][C:3]([Si:2]([CH3:11])([CH3:10])[CH3:1])=[CH:4][CH:5]=3)=[O:25])=[CH:22][CH:21]=2)=[N:16][CH:17]=[CH:18][CH:19]=1, predict the reactants needed to synthesize it. The reactants are: [CH3:1][Si:2]([CH3:11])([CH3:10])[C:3]1[CH:9]=[CH:8][C:6]([NH2:7])=[CH:5][CH:4]=1.[F:12][C:13]([F:30])([F:29])[C:14]1[C:15]([C:20]2[CH:28]=[CH:27][C:23]([C:24](O)=[O:25])=[CH:22][CH:21]=2)=[N:16][CH:17]=[CH:18][CH:19]=1. (2) Given the product [Cl:8][C:6]1[CH:5]=[C:4]([C:9]2([C:26]([F:28])([F:27])[F:29])[CH2:13][CH2:12][N:11]([C:14]3[S:15][C:16]4[CH:22]([NH:23][C:30](=[O:33])[CH2:31][CH3:32])[CH2:21][CH2:20][CH2:19][C:17]=4[N:18]=3)[CH2:10]2)[CH:3]=[C:2]([Cl:1])[CH:7]=1, predict the reactants needed to synthesize it. The reactants are: [Cl:1][C:2]1[CH:3]=[C:4]([C:9]2([C:26]([F:29])([F:28])[F:27])[CH2:13][CH2:12][N:11]([C:14]3[S:15][C:16]4[C:22](=[N:23]OC)[CH2:21][CH2:20][CH2:19][C:17]=4[N:18]=3)[CH2:10]2)[CH:5]=[C:6]([Cl:8])[CH:7]=1.[C:30](O[C:30](=[O:33])[CH2:31][CH3:32])(=[O:33])[CH2:31][CH3:32].[BH4-].[Na+].NCCNCCN.